This data is from Full USPTO retrosynthesis dataset with 1.9M reactions from patents (1976-2016). The task is: Predict the reactants needed to synthesize the given product. (1) Given the product [CH3:1][C:2]1[C:3]([C:12]2[CH:16]=[C:15]([NH:17][C:20](=[O:21])[CH2:19][C:18]([O:24][CH2:25][CH3:26])=[O:23])[NH:14][N:13]=2)=[N:4][C:5]2[C:10]([N:11]=1)=[CH:9][CH:8]=[CH:7][CH:6]=2, predict the reactants needed to synthesize it. The reactants are: [CH3:1][C:2]1[C:3]([C:12]2[CH:16]=[C:15]([NH2:17])[NH:14][N:13]=2)=[N:4][C:5]2[C:10]([N:11]=1)=[CH:9][CH:8]=[CH:7][CH:6]=2.[C:18]([O:24][CH2:25][CH3:26])(=[O:23])[CH2:19][C:20](O)=[O:21].Cl.C(N=C=NCCCN(C)C)C. (2) Given the product [C:1]1(/[CH:7]=[CH:8]/[CH2:9][O:10][CH2:11][CH:12]2[CH2:39][CH2:38][C:15]3[NH:16][CH:17]=[N:18][C:14]=3[CH2:13]2)[CH:2]=[CH:3][CH:4]=[CH:5][CH:6]=1, predict the reactants needed to synthesize it. The reactants are: [C:1]1(/[CH:7]=[CH:8]/[CH2:9][O:10][CH2:11][CH:12]2[CH2:39][CH2:38][C:15]3[N:16](C(C4C=CC=CC=4)(C4C=CC=CC=4)C4C=CC=CC=4)[CH:17]=[N:18][C:14]=3[CH2:13]2)[CH:6]=[CH:5][CH:4]=[CH:3][CH:2]=1.C1(/C=C/COCC2CCC3N=CN(C(C4C=CC=CC=4)(C4C=CC=CC=4)C4C=CC=CC=4)C=3C2)C=CC=CC=1. (3) Given the product [CH2:12]([O:11][P:9]([O:19][C:20]1[CH:21]=[CH:22][C:23]([CH2:26][C:27]([O:29][CH2:66][C:59]2[C:60]([S:62]([CH3:65])(=[O:63])=[O:64])=[CH:61][C:56]([C:53]3[CH:54]=[CH:55][C:50]([N:42]4[CH:43]=[C:44]([C:46]([OH:49])([CH3:47])[CH3:48])[N:45]=[C:41]4[C:38]([C:32]4[C:33]([Cl:37])=[CH:34][CH:35]=[CH:36][C:31]=4[Cl:30])([CH3:40])[CH3:39])=[C:51]([F:69])[CH:52]=3)=[CH:57][C:58]=2[F:68])=[O:28])=[CH:24][CH:25]=1)([O:8][CH2:1][C:2]1[CH:7]=[CH:6][CH:5]=[CH:4][CH:3]=1)=[O:10])[C:13]1[CH:18]=[CH:17][CH:16]=[CH:15][CH:14]=1, predict the reactants needed to synthesize it. The reactants are: [CH2:1]([O:8][P:9]([O:19][C:20]1[CH:25]=[CH:24][C:23]([CH2:26][C:27]([OH:29])=[O:28])=[CH:22][CH:21]=1)([O:11][CH2:12][C:13]1[CH:18]=[CH:17][CH:16]=[CH:15][CH:14]=1)=[O:10])[C:2]1[CH:7]=[CH:6][CH:5]=[CH:4][CH:3]=1.[Cl:30][C:31]1[CH:36]=[CH:35][CH:34]=[C:33]([Cl:37])[C:32]=1[C:38]([C:41]1[N:42]([C:50]2[CH:55]=[CH:54][C:53]([C:56]3[CH:61]=[C:60]([S:62]([CH3:65])(=[O:64])=[O:63])[C:59]([CH2:66]O)=[C:58]([F:68])[CH:57]=3)=[CH:52][C:51]=2[F:69])[CH:43]=[C:44]([C:46]([OH:49])([CH3:48])[CH3:47])[N:45]=1)([CH3:40])[CH3:39].C1(N=C=NC2CCCCC2)CCCCC1. (4) Given the product [C:1]([O:4][CH2:5][CH2:6][CH2:7][O:16][C:17]1[CH:18]=[CH:19][CH:20]=[C:21]2[C:26]=1[N:25]=[CH:24][CH:23]=[CH:22]2)(=[O:3])[CH3:2], predict the reactants needed to synthesize it. The reactants are: [C:1]([O:4][CH2:5][CH:6](Br)[CH3:7])(=[O:3])[CH3:2].C(OCCBr)(=O)C.[OH:16][C:17]1[CH:18]=[CH:19][CH:20]=[C:21]2[C:26]=1[N:25]=[CH:24][CH:23]=[CH:22]2. (5) Given the product [O:1]1[C:5]2[CH:6]=[CH:7][CH:8]=[CH:9][C:4]=2[CH:3]=[C:2]1[C:10]1[CH:22]=[CH:21][C:13]([C:14]([OH:16])=[O:15])=[C:12]([NH:23][C:24](=[O:32])[C:25]2[CH:26]=[CH:27][C:28]([F:31])=[CH:29][CH:30]=2)[CH:11]=1, predict the reactants needed to synthesize it. The reactants are: [O:1]1[C:5]2[CH:6]=[CH:7][CH:8]=[CH:9][C:4]=2[CH:3]=[C:2]1[C:10]1[CH:22]=[CH:21][C:13]([C:14]([O:16]C(C)(C)C)=[O:15])=[C:12]([NH:23][C:24](=[O:32])[C:25]2[CH:30]=[CH:29][C:28]([F:31])=[CH:27][CH:26]=2)[CH:11]=1. (6) Given the product [Cl:1][C:2]1[CH:7]=[C:6]([CH3:8])[CH:5]=[CH:4][C:3]=1[O:9][C@@H:11]([CH3:16])[C:12]([O:14][CH3:15])=[O:13], predict the reactants needed to synthesize it. The reactants are: [Cl:1][C:2]1[CH:7]=[C:6]([CH3:8])[CH:5]=[CH:4][C:3]=1[OH:9].O[C@H:11]([CH3:16])[C:12]([O:14][CH3:15])=[O:13]. (7) Given the product [C:17](/[C:19](=[C:7]1/[C:8](=[O:13])[NH:9][C:10]2[C:6]/1=[CH:5][C:4]([O:3][C:2]([F:16])([F:15])[F:1])=[CH:12][CH:11]=2)/[C:20]([O:22][CH3:23])=[O:21])#[N:18], predict the reactants needed to synthesize it. The reactants are: [F:1][C:2]([F:16])([F:15])[O:3][C:4]1[CH:5]=[C:6]2[C:10](=[CH:11][CH:12]=1)[NH:9][C:8](=[O:13])[C:7]2=O.[C:17]([CH2:19][C:20]([O:22][CH3:23])=[O:21])#[N:18].